This data is from Catalyst prediction with 721,799 reactions and 888 catalyst types from USPTO. The task is: Predict which catalyst facilitates the given reaction. (1) Reactant: [BH4-].[Na+].[F:3][C:4]1[C:9]([F:10])=[C:8]([CH:11]2[CH2:16][CH2:15][CH:14]([CH2:17][CH2:18][CH2:19][CH2:20][CH3:21])[CH2:13][CH2:12]2)[CH:7]=[CH:6][C:5]=1[CH:22]1[CH2:27][CH2:26][CH:25]([CH:28]2[CH2:33][CH2:32][C:31](=[O:34])[CH2:30][CH2:29]2)[CH2:24][CH2:23]1.[H][H].[Cl-].[NH4+]. Product: [F:3][C:4]1[C:9]([F:10])=[C:8]([CH:11]2[CH2:16][CH2:15][CH:14]([CH2:17][CH2:18][CH2:19][CH2:20][CH3:21])[CH2:13][CH2:12]2)[CH:7]=[CH:6][C:5]=1[CH:22]1[CH2:27][CH2:26][CH:25]([CH:28]2[CH2:29][CH2:30][CH:31]([OH:34])[CH2:32][CH2:33]2)[CH2:24][CH2:23]1. The catalyst class is: 56. (2) Reactant: [F:1][C:2]1[CH:9]=[C:8]([C:10]2[CH:15]=[C:14]([N:16]3[CH2:21][CH2:20][O:19][CH2:18][C@H:17]3[CH3:22])[N:13]=[C:12]([NH:23][CH3:24])[N:11]=2)[CH:7]=[C:6]([OH:25])[C:3]=1[C:4]#[N:5].N1C=CC=CC=1.[S:32](O[S:32]([C:35]([F:38])([F:37])[F:36])(=[O:34])=[O:33])([C:35]([F:38])([F:37])[F:36])(=[O:34])=[O:33].[Cl-].[NH4+]. The catalyst class is: 2. Product: [F:36][C:35]([F:38])([F:37])[S:32]([O:25][C:6]1[CH:7]=[C:8]([C:10]2[CH:15]=[C:14]([N:16]3[CH2:21][CH2:20][O:19][CH2:18][C@H:17]3[CH3:22])[N:13]=[C:12]([NH:23][CH3:24])[N:11]=2)[CH:9]=[C:2]([F:1])[C:3]=1[C:4]#[N:5])(=[O:34])=[O:33]. (3) Reactant: [Cl:1][C:2]1[N:7]=[C:6](Cl)[C:5]([CH2:9][C:10]([O:12][CH2:13][CH3:14])=[O:11])=[C:4]([Cl:15])[N:3]=1.[CH3:16][O:17][C:18]1[CH:23]=[CH:22][C:21]([CH2:24][NH2:25])=[CH:20][CH:19]=1.CCN(C(C)C)C(C)C. Product: [Cl:1][C:2]1[N:3]=[C:4]([Cl:15])[C:5]([CH2:9][C:10]([O:12][CH2:13][CH3:14])=[O:11])=[C:6]([NH:25][CH2:24][C:21]2[CH:22]=[CH:23][C:18]([O:17][CH3:16])=[CH:19][CH:20]=2)[N:7]=1. The catalyst class is: 3. (4) Reactant: [CH3:1][C:2]([C:4]1[CH:9]=[CH:8][C:7]([Br:10])=[CH:6][CH:5]=1)=O.[C:11]1([Li])[CH:16]=[CH:15][CH:14]=[CH:13][CH:12]=1. Product: [Br:10][C:7]1[CH:8]=[CH:9][C:4]([C:2]([C:11]2[CH:16]=[CH:15][CH:14]=[CH:13][CH:12]=2)=[CH2:1])=[CH:5][CH:6]=1. The catalyst class is: 27. (5) Reactant: [Cl:1][C:2]1[C:3](=[O:15])[N:4]([CH:9]2[CH2:14][CH2:13][CH2:12][CH2:11][O:10]2)[N:5]=[CH:6][C:7]=1Cl.C(=O)([O-])[O-].[K+].[K+].[F:22][C:23]([F:32])([F:31])[C:24]1[CH:29]=[CH:28][CH:27]=[CH:26][C:25]=1[OH:30]. Product: [Cl:1][C:2]1[C:3](=[O:15])[N:4]([CH:9]2[CH2:14][CH2:13][CH2:12][CH2:11][O:10]2)[N:5]=[CH:6][C:7]=1[O:30][C:25]1[CH:26]=[CH:27][CH:28]=[CH:29][C:24]=1[C:23]([F:22])([F:31])[F:32]. The catalyst class is: 10. (6) Reactant: C[O:2][C:3](=[O:31])[CH2:4][CH2:5][C:6]1[CH:7]=[C:8]2[C:13](=[CH:14][CH:15]=1)[N:12]=[C:11]([C:16]1[CH:17]=[N:18][CH:19]=[CH:20][CH:21]=1)[N:10]=[C:9]2[NH:22][C:23]1[CH:28]=[CH:27][C:26]([F:29])=[C:25]([Cl:30])[CH:24]=1.[OH-].[Na+]. Product: [Cl:30][C:25]1[CH:24]=[C:23]([NH:22][C:9]2[C:8]3[C:13](=[CH:14][CH:15]=[C:6]([CH2:5][CH2:4][C:3]([OH:31])=[O:2])[CH:7]=3)[N:12]=[C:11]([C:16]3[CH:17]=[N:18][CH:19]=[CH:20][CH:21]=3)[N:10]=2)[CH:28]=[CH:27][C:26]=1[F:29]. The catalyst class is: 18.